This data is from Experimentally validated miRNA-target interactions with 360,000+ pairs, plus equal number of negative samples. The task is: Binary Classification. Given a miRNA mature sequence and a target amino acid sequence, predict their likelihood of interaction. (1) The miRNA is mmu-miR-379-5p with sequence UGGUAGACUAUGGAACGUAGG. The protein sequence of the target gene is MASTGLQILGIVLTLLGWVNALVSCALPMWKVTAFIGNSIVVAQMVWEGLWMSCVVQSTGQMQCKVYDSLLALPQDLQAARALCVVTLLIVLLGLLVYLAGAKCTTCVEDRNSKSRLVLISGIIFVISGVLTLIPVCWTAHSIIQDFYNPLVADAQKRELGASLYLGWAASGLLLLGGGLLCCACSSGGTQGPRHYMACYSTSVPHSRGPSEYPTKNYV. Result: 0 (no interaction). (2) The miRNA is mmu-miR-3082-5p with sequence GACAGAGUGUGUGUGUCUGUGU. The protein sequence of the target gene is MAAPALGLVCGRCPELGLVLLLLLLSLLCGAAGSQEAGTGAGAGSLAGSCGCGTPQRPGAHGSSAAAHRYSREANAPGPVPGERQLAHSKMVPIPAGVFTMGTDDPQIKQDGEAPARRVTIDAFYMDAYEVSNTEFEKFVNSTGYLTEAEKFGDSFVFEGMLSEQVKTNIQQAVAAAPWWLPVKGANWRHPEGPDSTILHRPDHPVLHVSWNDAVAYCTWAGKRLPTEAEWEYSCRGGLHNRLFPWGNKLQPKGQHYANIWQGEFPVTNTGEDGFQGTAPVDAFPPNGYGLYNIVGNAWE.... Result: 0 (no interaction). (3) The miRNA is hsa-miR-6509-3p with sequence UUCCACUGCCACUACCUAAUUU. The protein sequence of the target gene is MLLPSKKDLKTALDVFAVFQWSFSALLITTTVIAVNLYLVVFTPYWPVTVLILTWLAFDWKTPQRGGRRFTCVRHWRLWKHYSDYFPLKLLKTHDICPSRNYILVCHPHGLFAHGWFGHFATEASGFSKIFPGITPYILTLGAFFWMPFLREYVMSTGACSVSRSSIDFLLTHKGTGNMVIVVIGGLAECRYSLPGSSTLVLKNRSGFVRMALQHGVPLIPAYAFGETDLYDQHIFTPGGFVNRFQKWFQSMVHIYPCAFYGRGFTKNSWGLLPYSRPVTTIVGEPLPMPKIENPSQEIV.... Result: 0 (no interaction). (4) The miRNA is hsa-miR-660-5p with sequence UACCCAUUGCAUAUCGGAGUUG. The protein sequence of the target gene is MEAVPGTPPPPPSESPPPPSPPPPSTPSPPPCSPDGRAATPHLLHHRLPLPDDREDGELEEGELEDDGAEEVQDPPGGQERSRKEKGEKHHSDSEEEKSHRRLKRKRKKEREKEKRRSKKRRKSKHKRHASSSDDFSDFSDDSDFSPSEKSHRKYRDYSPPYAPSHQQYSSSHNAPLPKKSYSKMDSKGYSMYEDYENEQYGEYEGDEEEDMGKEDYDDFTKELNQYRRAKEGSSRGRGSRGRGRGYRGRGSRGGSRGRGMGRGSRGRGRGSMGEHPEDEEDLYEEEIEYGESEEPMGDD.... Result: 0 (no interaction). (5) The miRNA is mmu-miR-669b-3p with sequence CAUAUACAUACACACAAACAUAU. The protein sequence of the target gene is MAKRRAAEPLTFRVPWKRLLLSDFPEEPPLWVPPSGTARPLKRQGDAGIMAEPASAPRKRRGGGDDRQELQGCSREPGEPPPGEQEEPRAAGGGDRVESAGSPQVADGVHSQQPEEFWQYNTFQYWRNPLPPLDLAALEDVSANSLTETLEDKNEGVEIDMES. Result: 0 (no interaction). (6) Result: 1 (interaction). The miRNA is hsa-miR-4309 with sequence CUGGAGUCUAGGAUUCCA. The protein sequence of the target gene is MVKEQFRETDVAKKISHICFGMKSPEEMRQQAHIQVVSKNLYSQDNQHAPLLYGVLDHRMGTSEKDRPCETCGKNLADCLGHYGYIDLELPCFHVGYFRAVIGILQMICKTCCHIMLSQEEKKQFLDYLKRPGLTYLQKRGLKKKISDKCRKKNICHHCGAFNGTVKKCGLLKIIHEKYKTNKKVVDPIVSNFLQSFETAIEHNKEVEPLLGRAQENLNPLVVLNLFKRIPAEDVPLLLMNPEAGKPSDLILTRLLVPPLCIRPSVVSDLKSGTNEDDLTMKLTEIIFLNDVIKKHRISG.... (7) The miRNA is mmu-miR-208a-5p with sequence GAGCUUUUGGCCCGGGUUAUAC. The protein sequence of the target gene is MADRDSGSEQGGAALGSGGSLGHPGSGSGSGGGGGGGGGGGGSGGGGGGAPGGLQHETQELASKRVDIQNKRFYLDVKQNAKGRFLKIAEVGAGGNKSRLTLSMSVAVEFRDYLGDFIEHYAQLGPSQPPDLAQAQDEPRRALKSEFLVRENRKYYMDLKENQRGRFLRIRQTVNRGPGLGSTQGQTIALPAQGLIEFRDALAKLIDDYGVEEEPAELPEGTSLTVDNKRFFFDVGSNKYGVFMRVSEVKPTYRNSITVPYKVWAKFGHTFCKYSEEMKKIQEKQREKRAACEQLHQQQQ.... Result: 0 (no interaction).